From a dataset of Forward reaction prediction with 1.9M reactions from USPTO patents (1976-2016). Predict the product of the given reaction. (1) Given the reactants [N+:1]([C:4]1[CH:9]=[CH:8][C:7]([C:10](=O)[CH2:11][NH:12][C:13](=O)[C:14]([O:16][CH2:17][CH3:18])=[O:15])=[CH:6][CH:5]=1)([O-:3])=[O:2].COC1C=CC(P2(SP(C3C=CC(OC)=CC=3)(=S)S2)=[S:30])=CC=1.O.C([O-])([O-])=O.[Na+].[Na+], predict the reaction product. The product is: [N+:1]([C:4]1[CH:9]=[CH:8][C:7]([C:10]2[S:30][C:13]([C:14]([O:16][CH2:17][CH3:18])=[O:15])=[N:12][CH:11]=2)=[CH:6][CH:5]=1)([O-:3])=[O:2]. (2) Given the reactants [CH2:1]([O:8][C:9]1[CH:36]=[CH:35][C:12]([CH2:13][N:14]([CH2:27][CH2:28][C:29]2[CH:34]=[CH:33][CH:32]=[CH:31][N:30]=2)[C:15](=[O:26])[CH2:16][CH2:17][CH2:18][CH2:19][C:20]2[CH:25]=[CH:24][CH:23]=[CH:22][CH:21]=2)=[CH:11][C:10]=1[CH2:37][OH:38])[C:2]1[CH:7]=[CH:6][CH:5]=[CH:4][CH:3]=1.CCN(CC)CC.[CH3:46][S:47](Cl)(=[O:49])=[O:48], predict the reaction product. The product is: [CH2:1]([O:8][C:9]1[CH:36]=[CH:35][C:12]([CH2:13][N:14]([CH2:27][CH2:28][C:29]2[CH:34]=[CH:33][CH:32]=[CH:31][N:30]=2)[C:15](=[O:26])[CH2:16][CH2:17][CH2:18][CH2:19][C:20]2[CH:21]=[CH:22][CH:23]=[CH:24][CH:25]=2)=[CH:11][C:10]=1[CH2:37][O:38][S:47]([CH3:46])(=[O:49])=[O:48])[C:2]1[CH:7]=[CH:6][CH:5]=[CH:4][CH:3]=1. (3) Given the reactants [Cl:1][C:2]1[N:3]=[C:4]([CH2:18][OH:19])[NH:5][C:6]=1[C:7]1[C:8]([CH3:17])=[CH:9][C:10]([CH3:16])=[C:11]([CH:15]=1)[C:12]([OH:14])=O.Cl.[F:21][C:22]1([C:26]2[CH:33]=[CH:32][C:29]([C:30]#[N:31])=[CH:28][CH:27]=2)[CH2:25][NH:24][CH2:23]1.CCN=C=NCCCN(C)C.Cl, predict the reaction product. The product is: [Cl:1][C:2]1[N:3]=[C:4]([CH2:18][OH:19])[NH:5][C:6]=1[C:7]1[C:8]([CH3:17])=[CH:9][C:10]([CH3:16])=[C:11]([CH:15]=1)[C:12]([N:24]1[CH2:23][C:22]([C:26]2[CH:27]=[CH:28][C:29]([C:30]#[N:31])=[CH:32][CH:33]=2)([F:21])[CH2:25]1)=[O:14]. (4) Given the reactants [C:1]([O:5][C:6]([N:8]1[CH2:12][CH2:11][C@H:10]([O:13][Si:14]([C:17]([CH3:20])([CH3:19])[CH3:18])([CH3:16])[CH3:15])[C@H:9]1[C@H:21]([N:23]=[N+]=[N-])[CH3:22])=[O:7])([CH3:4])([CH3:3])[CH3:2], predict the reaction product. The product is: [C:1]([O:5][C:6]([N:8]1[CH2:12][CH2:11][C@H:10]([O:13][Si:14]([C:17]([CH3:20])([CH3:19])[CH3:18])([CH3:16])[CH3:15])[C@@H:9]1[C@H:21]([NH2:23])[CH3:22])=[O:7])([CH3:4])([CH3:3])[CH3:2]. (5) Given the reactants [CH3:1][CH2:2][Mg+].[Br-].[Br:5][C:6]1[CH:14]=[C:13]2[C:9]([CH2:10][CH2:11][C:12]2=[O:15])=[CH:8][CH:7]=1, predict the reaction product. The product is: [Br:5][C:6]1[CH:14]=[C:13]2[C:9]([CH2:10][CH2:11][C:12]2([CH2:2][CH3:1])[OH:15])=[CH:8][CH:7]=1. (6) Given the reactants [Cl:1][C:2]1[C:3]([NH:18][C:19]2[CH:27]=[CH:26][C:25]([F:28])=[CH:24][C:20]=2[C:21]([OH:23])=O)=[CH:4][C:5]([NH:8][C:9]2[N:13]([CH:14]([CH3:16])[CH3:15])[N:12]=[C:11]([CH3:17])[CH:10]=2)=[N:6][CH:7]=1.C1C=CC2[N:37]([OH:38])N=NC=2C=1.[CH2:39](Cl)CCl.CCN(C(C)C)C(C)C, predict the reaction product. The product is: [Cl:1][C:2]1[C:3]([NH:18][C:19]2[CH:27]=[CH:26][C:25]([F:28])=[CH:24][C:20]=2[C:21]([NH:37][O:38][CH3:39])=[O:23])=[CH:4][C:5]([NH:8][C:9]2[N:13]([CH:14]([CH3:15])[CH3:16])[N:12]=[C:11]([CH3:17])[CH:10]=2)=[N:6][CH:7]=1.